The task is: Regression. Given a peptide amino acid sequence and an MHC pseudo amino acid sequence, predict their binding affinity value. This is MHC class I binding data.. This data is from Peptide-MHC class I binding affinity with 185,985 pairs from IEDB/IMGT. (1) The peptide sequence is KEKGPIFRD. The MHC is HLA-B27:05 with pseudo-sequence HLA-B27:05. The binding affinity (normalized) is 0.0847. (2) The peptide sequence is NAVLTHVKI. The MHC is H-2-Ld with pseudo-sequence H-2-Ld. The binding affinity (normalized) is 0. (3) The peptide sequence is MTYLDGHPV. The MHC is HLA-B39:01 with pseudo-sequence HLA-B39:01. The binding affinity (normalized) is 0.763. (4) The peptide sequence is GRRPLKNRK. The MHC is HLA-A02:03 with pseudo-sequence HLA-A02:03. The binding affinity (normalized) is 0.0847. (5) The peptide sequence is LMYALEPRK. The MHC is HLA-A31:01 with pseudo-sequence HLA-A31:01. The binding affinity (normalized) is 0.202. (6) The peptide sequence is EAIRQIHAQ. The MHC is HLA-A68:02 with pseudo-sequence HLA-A68:02. The binding affinity (normalized) is 0.381.